From a dataset of Reaction yield outcomes from USPTO patents with 853,638 reactions. Predict the reaction yield, written as a fraction of the theoretical maximum amount of product (1.0 means a 100% yield; for example, 0.34 means a 34% yield). (1) The reactants are [Sn](CC)(CC)(CC)[CH2:2][CH3:3].N#N.[Si:12]([O:19][CH2:20][CH:21]1[CH2:35][C:34]2[C:23](=[CH:24][C:25]3[N+:30]([O-:31])=[N:29][C:28](I)=[N:27][C:26]=3[CH:33]=2)[CH2:22]1)([C:15]([CH3:18])([CH3:17])[CH3:16])([CH3:14])[CH3:13]. The catalyst is O1CCOCC1.C1C=CC([P]([Pd]([P](C2C=CC=CC=2)(C2C=CC=CC=2)C2C=CC=CC=2)([P](C2C=CC=CC=2)(C2C=CC=CC=2)C2C=CC=CC=2)[P](C2C=CC=CC=2)(C2C=CC=CC=2)C2C=CC=CC=2)(C2C=CC=CC=2)C2C=CC=CC=2)=CC=1. The product is [Si:12]([O:19][CH2:20][CH:21]1[CH2:35][C:34]2[C:23](=[CH:24][C:25]3[N+:30]([O-:31])=[N:29][C:28]([CH2:2][CH3:3])=[N:27][C:26]=3[CH:33]=2)[CH2:22]1)([C:15]([CH3:18])([CH3:17])[CH3:16])([CH3:14])[CH3:13]. The yield is 0.880. (2) The reactants are [Br-].C[PH2+]([C:16]1[CH:21]=[CH:20][CH:19]=[CH:18][CH:17]=1)([C:16]1[CH:21]=[CH:20][CH:19]=[CH:18][CH:17]=1)[C:16]1[CH:21]=[CH:20][CH:19]=[CH:18][CH:17]=1.C1CCN2C(=NCCC2)CC1.[C:33]([O:37][C:38]([N:40]1[CH2:45]CCC(C=O)[CH2:41]1)=[O:39])([CH3:36])([CH3:35])[CH3:34]. The catalyst is C(#N)C. The product is [C:33]([O:37][C:38]([N:40]1[CH2:45][CH2:17][CH2:18][CH:19]([CH2:20][CH:21]=[CH2:16])[CH2:41]1)=[O:39])([CH3:36])([CH3:35])[CH3:34]. The yield is 0.580. (3) The reactants are [Cl:1][CH2:2][CH2:3][NH:4][C:5]([C:7]1[NH:8][C:9]([C:12]2[CH:17]=[C:16]([O:18][C:19]3[CH:24]=[CH:23][C:22]([S:25]([CH3:28])(=[O:27])=[O:26])=[CH:21][CH:20]=3)[CH:15]=[C:14]([O:29][C@@H:30]([CH3:34])[CH2:31][O:32]C)[CH:13]=2)=[CH:10][CH:11]=1)=[O:6].ClCCl.B(Br)(Br)Br.C(=O)([O-])O.[Na+]. The catalyst is ClCCl. The product is [Cl:1][CH2:2][CH2:3][NH:4][C:5]([C:7]1[NH:8][C:9]([C:12]2[CH:17]=[C:16]([O:18][C:19]3[CH:24]=[CH:23][C:22]([S:25]([CH3:28])(=[O:27])=[O:26])=[CH:21][CH:20]=3)[CH:15]=[C:14]([O:29][C@@H:30]([CH3:34])[CH2:31][OH:32])[CH:13]=2)=[CH:10][CH:11]=1)=[O:6]. The yield is 0.640. (4) The reactants are [OH:1][C:2]1[CH:7]=[CH:6][C:5]([C:8](=[O:10])[CH3:9])=[CH:4][CH:3]=1.C(=O)([O-])[O-].[K+].[K+].Cl[CH2:18][C:19]([CH3:21])=[CH2:20]. The catalyst is CC(C)=O.[I-].C([N+](CCCC)(CCCC)CCCC)CCC. The product is [CH3:20][C:19](=[CH2:18])[CH2:21][O:1][C:2]1[CH:7]=[CH:6][C:5]([C:8](=[O:10])[CH3:9])=[CH:4][CH:3]=1. The yield is 0.900. (5) The reactants are [Cl:1][C:2]1[CH:3]=[C:4]([S:9]([NH:12][C:13]2[CH:21]=[CH:20][C:16]([C:17]([OH:19])=[O:18])=[C:15]([OH:22])[CH:14]=2)(=[O:11])=[O:10])[CH:5]=[C:6]([Cl:8])[CH:7]=1.O[CH:24]1[CH2:28][CH2:27][O:26][CH2:25]1. No catalyst specified. The product is [Cl:8][C:6]1[CH:5]=[C:4]([S:9]([NH:12][C:13]2[CH:21]=[CH:20][C:16]([C:17]([O:19][CH:24]3[CH2:28][CH2:27][O:26][CH2:25]3)=[O:18])=[C:15]([OH:22])[CH:14]=2)(=[O:10])=[O:11])[CH:3]=[C:2]([Cl:1])[CH:7]=1. The yield is 0.670. (6) The reactants are [CH3:1][C@@H:2]1[CH2:6][CH2:5][C:4](=O)[CH:3]1[C:8]([O:10]CC)=O.[NH2:13][C:14]([NH2:16])=[S:15].[OH-].[K+]. The catalyst is C(O)C.O. The product is [SH:15][C:14]1[N:13]=[C:8]([OH:10])[C:3]2[C@H:2]([CH3:1])[CH2:6][CH2:5][C:4]=2[N:16]=1. The yield is 0.560. (7) The reactants are [NH2:1][CH2:2][C@@H:3]([C:5]1[CH:16]=[CH:15][C:8]2[O:9][C:10]([CH3:14])([CH3:13])[O:11][CH2:12][C:7]=2[CH:6]=1)[OH:4].[C:17](N1C=CN=C1)(N1C=CN=C1)=[O:18].C(N(CC)CC)C. The catalyst is C(Cl)(Cl)Cl. The product is [CH3:14][C:10]1([CH3:13])[O:9][C:8]2[CH:15]=[CH:16][C:5]([C@H:3]3[O:4][C:17](=[O:18])[NH:1][CH2:2]3)=[CH:6][C:7]=2[CH2:12][O:11]1. The yield is 0.510.